Dataset: Catalyst prediction with 721,799 reactions and 888 catalyst types from USPTO. Task: Predict which catalyst facilitates the given reaction. (1) Reactant: [CH3:1][C:2]1[CH:11]=[CH:10][C:9]2[C:4](=[CH:5][C:6]([OH:12])=[CH:7][CH:8]=2)[N:3]=1.Br[CH2:14][CH2:15][O:16][CH3:17].C(=O)([O-])[O-].[K+].[K+].CC(C)=O. Product: [CH3:17][O:16][CH2:15][CH2:14][O:12][C:6]1[CH:5]=[C:4]2[C:9]([CH:10]=[CH:11][C:2]([CH3:1])=[N:3]2)=[CH:8][CH:7]=1. The catalyst class is: 6. (2) Reactant: [CH3:1][O:2][C:3]1[CH:4]=[C:5]2[C:10](=[CH:11][C:12]=1[O:13][CH3:14])[N:9]=[CH:8][CH:7]=[C:6]2[O:15][C:16]1[CH:26]=[CH:25][C:19]([O:20][CH2:21][C:22](O)=[O:23])=[CH:18][CH:17]=1.CCN=C=NCCCN(C)C.Cl.C1C=CC2N(O)N=NC=2C=1.[Cl:49][C:50]1[CH:56]=[CH:55][C:53]([NH2:54])=[CH:52][CH:51]=1.C(=O)([O-])O.[Na+]. Product: [Cl:49][C:50]1[CH:56]=[CH:55][C:53]([NH:54][C:22](=[O:23])[CH2:21][O:20][C:19]2[CH:18]=[CH:17][C:16]([O:15][C:6]3[C:5]4[C:10](=[CH:11][C:12]([O:13][CH3:14])=[C:3]([O:2][CH3:1])[CH:4]=4)[N:9]=[CH:8][CH:7]=3)=[CH:26][CH:25]=2)=[CH:52][CH:51]=1. The catalyst class is: 146. (3) Reactant: [OH2:1].O.Cl[Sn]Cl.[NH2:6][C:7]1[CH:8]=[C:9]([CH:13]=[CH:14][C:15]=1[C@:16](CCC1C=CC=CC=1)([NH2:21])[C:17]([O:19][CH3:20])=[O:18])[C:10](N)=[O:11]. Product: [NH2:6][C:7]1[CH:8]=[C:9]([CH:13]=[CH:14][C:15]=1[C@H:16]([NH:21][CH2:17][CH2:16][C:15]1[CH:14]=[CH:13][CH:9]=[CH:8][CH:7]=1)[C:17]([O:19][CH3:20])=[O:18])[C:10]([OH:11])=[O:1]. The catalyst class is: 37.